Task: Predict the product of the given reaction.. Dataset: Forward reaction prediction with 1.9M reactions from USPTO patents (1976-2016) (1) Given the reactants [Br:1][C:2]1[CH:3]=[C:4]([C:7](=[O:9])[CH3:8])[S:5][CH:6]=1.CO[CH:12](OC)[N:13]([CH3:15])[CH3:14], predict the reaction product. The product is: [Br:1][C:2]1[CH:3]=[C:4]([C:7](=[O:9])[CH:8]=[CH:12][N:13]([CH3:15])[CH3:14])[S:5][CH:6]=1. (2) Given the reactants [Si:1]([O:8][CH2:9][CH2:10][CH2:11][NH:12][C:13](=[O:30])[NH:14][C:15]1[CH:24]=[CH:23][C:22]([O:25][C:26]([F:29])([F:28])[F:27])=[CH:21][C:16]=1[C:17](OC)=[O:18])([C:4]([CH3:7])([CH3:6])[CH3:5])([CH3:3])[CH3:2].CO[Na], predict the reaction product. The product is: [Si:1]([O:8][CH2:9][CH2:10][CH2:11][N:12]1[C:17](=[O:18])[C:16]2[C:15](=[CH:24][CH:23]=[C:22]([O:25][C:26]([F:29])([F:28])[F:27])[CH:21]=2)[NH:14][C:13]1=[O:30])([C:4]([CH3:5])([CH3:7])[CH3:6])([CH3:3])[CH3:2]. (3) Given the reactants Cl[C:2]1[N:7]=[C:6](Cl)[CH:5]=[CH:4][N:3]=1.[S:9]1[C:13](B(O)O)=[CH:12][C:11]2[CH:17]=[CH:18][CH:19]=[CH:20][C:10]1=2.[NH2:21][CH:22]1[CH2:27][C:26]([CH3:29])([CH3:28])[N:25]([OH:30])[C:24]([CH3:32])([CH3:31])[CH2:23]1, predict the reaction product. The product is: [S:9]1[C:13]([C:6]2[CH:5]=[CH:4][N:3]=[C:2]([NH:21][CH:22]3[CH2:27][C:26]([CH3:28])([CH3:29])[N:25]([OH:30])[C:24]([CH3:32])([CH3:31])[CH2:23]3)[N:7]=2)=[CH:12][C:11]2[CH:17]=[CH:18][CH:19]=[CH:20][C:10]1=2. (4) Given the reactants C(N1[C:12]2[C:7](=[CH:8]C=CC=2)[C:6](=O)[C:5]1=O)CC.[CH3:15][C:16]1[CH:17]=[C:18]2[C:22](=[CH:23][CH:24]=1)[NH:21][C:20](=[O:25])[C:19]2=[O:26].BrCCC(C)C, predict the reaction product. The product is: [CH2:5]([N:21]1[C:22]2[C:18](=[CH:17][C:16]([CH3:15])=[CH:24][CH:23]=2)[C:19](=[O:26])[C:20]1=[O:25])[CH2:6][CH:7]([CH3:12])[CH3:8]. (5) Given the reactants [F:1][C:2]1[CH:10]=[C:9]2[C:5]([CH:6]([CH2:12][CH2:13][CH2:14][CH2:15]OS(C)(=O)=O)[C:7](=[O:11])[NH:8]2)=[CH:4][CH:3]=1.[Cl:21][C:22]1[CH:23]=[C:24]([N:29]2[CH2:34][CH2:33][NH:32][CH2:31][CH2:30]2)[CH:25]=[CH:26][C:27]=1[F:28], predict the reaction product. The product is: [ClH:21].[Cl:21][C:22]1[CH:23]=[C:24]([N:29]2[CH2:34][CH2:33][N:32]([CH2:15][CH2:14][CH2:13][CH2:12][CH:6]3[C:5]4[C:9](=[CH:10][C:2]([F:1])=[CH:3][CH:4]=4)[NH:8][C:7]3=[O:11])[CH2:31][CH2:30]2)[CH:25]=[CH:26][C:27]=1[F:28].